Dataset: Full USPTO retrosynthesis dataset with 1.9M reactions from patents (1976-2016). Task: Predict the reactants needed to synthesize the given product. (1) Given the product [F:24][C:9]1[C:10]2[O:14][N:13]=[C:12]([C:15]3[S:16][CH:17]=[CH:18][N:19]=3)[C:11]=2[CH:20]=[C:21]2[C:8]=1[N:6]1[CH2:7][C@@H:2]([CH3:1])[O:3][C@@H:4]([CH3:25])[C@@H:5]1[C:30]1([C:29](=[O:33])[NH:28][C:27](=[O:34])[NH:26][C:31]1=[O:32])[CH2:22]2, predict the reactants needed to synthesize it. The reactants are: [CH3:1][C@@H:2]1[CH2:7][N:6]([C:8]2[C:21]([CH:22]=O)=[CH:20][C:11]3[C:12]([C:15]4[S:16][CH:17]=[CH:18][N:19]=4)=[N:13][O:14][C:10]=3[C:9]=2[F:24])[CH2:5][C@@H:4]([CH3:25])[O:3]1.[NH:26]1[C:31](=[O:32])[CH2:30][C:29](=[O:33])[NH:28][C:27]1=[O:34]. (2) The reactants are: [CH2:1]([O:5][C:6]1[CH:14]=[CH:13][CH:12]=[C:11]([NH:15]C(OC(C)(C)C)=O)[C:7]=1[C:8]([OH:10])=[O:9])[CH2:2][CH2:3][CH3:4].FC(F)(F)C(O)=O. Given the product [NH2:15][C:11]1[CH:12]=[CH:13][CH:14]=[C:6]([O:5][CH2:1][CH2:2][CH2:3][CH3:4])[C:7]=1[C:8]([OH:10])=[O:9], predict the reactants needed to synthesize it.